This data is from Forward reaction prediction with 1.9M reactions from USPTO patents (1976-2016). The task is: Predict the product of the given reaction. Given the reactants [C:1](=[O:9])([O:5][CH:6]([CH3:8])[CH3:7])[O:2][CH2:3]I.[Na].[F:11][C:12]1[CH:17]=[C:16]([F:18])[CH:15]=[CH:14][C:13]=1[CH2:19][NH:20][C:21]([C:23]1[C:24](=[O:39])[C:25]([OH:38])=[C:26]2[C:31](=[O:32])[N:30]3[C@@H:33]([CH3:36])[CH2:34][O:35][C@@H:29]3[CH2:28][N:27]2[CH:37]=1)=[O:22].C(=O)([O-])[O-].[K+].[K+], predict the reaction product. The product is: [C:1](=[O:9])([O:5][CH:6]([CH3:8])[CH3:7])[O:2][CH2:3][O:38][C:25]1[C:24](=[O:39])[C:23]([C:21]([NH:20][CH2:19][C:13]2[CH:14]=[CH:15][C:16]([F:18])=[CH:17][C:12]=2[F:11])=[O:22])=[CH:37][N:27]2[C:26]=1[C:31](=[O:32])[N:30]1[C@@H:33]([CH3:36])[CH2:34][O:35][C@@H:29]1[CH2:28]2.